Dataset: Reaction yield outcomes from USPTO patents with 853,638 reactions. Task: Predict the reaction yield, written as a fraction of the theoretical maximum amount of product (1.0 means a 100% yield; for example, 0.34 means a 34% yield). (1) The reactants are [Cl:1][C:2]1[CH:7]=[C:6](I)[CH:5]=[CH:4][N:3]=1.[Cl:9][C:10]1[C:15]([OH:16])=[CH:14][CH:13]=[CH:12][N:11]=1.C([O-])([O-])=O.[Cs+].[Cs+]. The catalyst is CC(N(C)C)=O.CCOC(C)=O.[Cu](I)I. The product is [Cl:1][C:2]1[CH:7]=[C:6]([O:16][C:15]2[C:10]([Cl:9])=[N:11][CH:12]=[CH:13][CH:14]=2)[CH:5]=[CH:4][N:3]=1. The yield is 0.250. (2) The reactants are [Cl-].O[NH3+:3].[C:4](=[O:7])([O-])[OH:5].[Na+].CS(C)=O.[Si]([O:20][CH2:21][C:22]([CH3:54])([CH3:53])[CH2:23][N:24]1[C:29](=[O:30])[C:28]([CH2:31][C:32]2[CH:37]=[CH:36][C:35]([C:38]3[C:39]([C:44]#[N:45])=[CH:40][CH:41]=[CH:42][CH:43]=3)=[CH:34][CH:33]=2)=[C:27]([CH2:46][CH2:47][CH3:48])[N:26]2[N:49]=[C:50]([CH3:52])[N:51]=[C:25]12)(C(C)(C)C)(C)C. The catalyst is O.C(OCC)(=O)C. The product is [OH:20][CH2:21][C:22]([CH3:53])([CH3:54])[CH2:23][N:24]1[C:29](=[O:30])[C:28]([CH2:31][C:32]2[CH:33]=[CH:34][C:35]([C:38]3[CH:43]=[CH:42][CH:41]=[CH:40][C:39]=3[C:44]3[NH:45][C:4](=[O:7])[O:5][N:3]=3)=[CH:36][CH:37]=2)=[C:27]([CH2:46][CH2:47][CH3:48])[N:26]2[N:49]=[C:50]([CH3:52])[N:51]=[C:25]12. The yield is 0.560. (3) The reactants are [Cl:1][C:2]1[N:3]=[C:4](Cl)[C:5]2[CH2:10][CH2:9][CH:8]([C:11]3[CH:16]=[CH:15][C:14]([Cl:17])=[CH:13][CH:12]=3)[C:6]=2[N:7]=1.C[CH2:20][N:21](C(C)C)C(C)C. The catalyst is CO. The product is [Cl:1][C:2]1[N:3]=[C:4]([NH:21][CH3:20])[C:5]2[CH2:10][CH2:9][CH:8]([C:11]3[CH:16]=[CH:15][C:14]([Cl:17])=[CH:13][CH:12]=3)[C:6]=2[N:7]=1. The yield is 0.343. (4) The reactants are [C:1]([O:5][C:6]([C@@H:8]1[CH2:12][CH2:11][C:10](=[O:13])[NH:9]1)=[O:7])([CH3:4])([CH3:3])[CH3:2].[CH3:14][C:15]([O:18][C:19](O[C:19]([O:18][C:15]([CH3:17])([CH3:16])[CH3:14])=[O:20])=[O:20])([CH3:17])[CH3:16]. The catalyst is C(#N)C.CN(C1C=CN=CC=1)C. The product is [C:1]([O:5][C:6]([C@@H:8]1[CH2:12][CH2:11][C:10](=[O:13])[N:9]1[C:19]([O:18][C:15]([CH3:17])([CH3:16])[CH3:14])=[O:20])=[O:7])([CH3:4])([CH3:2])[CH3:3]. The yield is 0.840. (5) The reactants are [CH:1]([C:4]1[CH:9]=[C:8]([CH:10]([CH3:12])[CH3:11])[C:7]([S:13]([C:16]2[CH:21]=[CH:20][CH:19]=[CH:18][CH:17]=2)(=[O:15])=[O:14])=[CH:6][C:5]=1[S:22](Cl)(=[O:24])=[O:23])([CH3:3])[CH3:2].[N:26]1[CH:31]=[CH:30][CH:29]=[C:28]([CH2:32][CH2:33][NH2:34])[CH:27]=1. No catalyst specified. The product is [CH:1]([C:4]1[CH:9]=[C:8]([CH:10]([CH3:12])[CH3:11])[C:7]([S:13]([C:16]2[CH:21]=[CH:20][CH:19]=[CH:18][CH:17]=2)(=[O:15])=[O:14])=[CH:6][C:5]=1[S:22]([NH:34][CH2:33][CH2:32][C:28]1[CH:27]=[N:26][CH:31]=[CH:30][CH:29]=1)(=[O:24])=[O:23])([CH3:3])[CH3:2]. The yield is 0.600. (6) The reactants are [O:1]=[C:2]1[CH:18](C(OC)=O)[C:17](=[O:23])[C:5]2([CH2:9][N:8]([C:10]([O:12][C:13]([CH3:16])([CH3:15])[CH3:14])=[O:11])[CH2:7][CH2:6]2)[CH2:4][NH:3]1. The catalyst is C(#N)C.O. The product is [O:1]=[C:2]1[CH2:18][C:17](=[O:23])[C:5]2([CH2:9][N:8]([C:10]([O:12][C:13]([CH3:15])([CH3:16])[CH3:14])=[O:11])[CH2:7][CH2:6]2)[CH2:4][NH:3]1. The yield is 0.660.